This data is from Full USPTO retrosynthesis dataset with 1.9M reactions from patents (1976-2016). The task is: Predict the reactants needed to synthesize the given product. (1) Given the product [NH2:22][CH:1]([C:4]1[CH:5]=[C:6]2[CH:12]=[CH:11][N:10]([C:13]([O:15][C:16]([CH3:19])([CH3:18])[CH3:17])=[O:14])[C:7]2=[CH:8][N:9]=1)[CH3:2], predict the reactants needed to synthesize it. The reactants are: [C:1]([C:4]1[CH:5]=[C:6]2[CH:12]=[CH:11][N:10]([C:13]([O:15][C:16]([CH3:19])([CH3:18])[CH3:17])=[O:14])[C:7]2=[CH:8][N:9]=1)(=O)[CH3:2].[BH3-]C#[N:22].[Na+]. (2) Given the product [N:28]1[CH:33]=[CH:32][C:31]([N:34]2[CH2:11][CH2:12][N:13]([CH2:16][CH2:17][CH:18]3[CH2:19][C:20]4([CH2:24][CH2:25][CH2:27][CH2:26]4)[C:21](=[O:23])[O:22]3)[CH2:14][CH2:15]2)=[CH:30][CH:29]=1, predict the reactants needed to synthesize it. The reactants are: N1C2C=CC=CC=2N=C1C1[CH2:15][CH2:14][N:13]([CH2:16][CH2:17][CH:18]2[O:22][C:21](=[O:23])[C:20]([CH2:26][CH3:27])([CH2:24][CH3:25])[CH2:19]2)[CH2:12][CH2:11]1.[N:28]1[CH:33]=[CH:32][C:31]([N:34]2CCNCC2)=[CH:30][CH:29]=1.N1(C2C=CC=CC=2C#N)CCNCC1.CC1C=CC(S(OCCC2CC3(CCCC3)C(=O)O2)(=O)=O)=CC=1.CC1C=CC(S(OCCC2CC(CC)(CC)C(=O)O2)(=O)=O)=CC=1. (3) Given the product [CH3:1][N:2]1[C:7]([CH3:8])=[CH:6][C:5]([OH:9])=[C:4]([C:10]([NH:16][C:17]2[S:18][CH:19]=[N:20][N:21]=2)=[O:11])[C:3]1=[O:15], predict the reactants needed to synthesize it. The reactants are: [CH3:1][N:2]1[C:7]([CH3:8])=[CH:6][C:5]([OH:9])=[C:4]([C:10](OCC)=[O:11])[C:3]1=[O:15].[NH2:16][C:17]1[S:18][CH:19]=[N:20][N:21]=1.BrC1C=CC=CC=1. (4) Given the product [CH2:1]([O:3][C:4](=[O:12])[C:5]1[CH:10]=[CH:9][CH:8]=[CH:7][C:6]=1[CH2:11][Br:13])[CH3:2], predict the reactants needed to synthesize it. The reactants are: [CH2:1]([O:3][C:4](=[O:12])[C:5]1[CH:10]=[CH:9][CH:8]=[CH:7][C:6]=1[CH3:11])[CH3:2].[Br:13]N1C(=O)CCC1=O.C(OOC(=O)C1C=CC=CC=1)(=O)C1C=CC=CC=1.CCCCCC. (5) Given the product [F:9][C:4]1[CH:5]=[C:6]([N:43]2[CH2:44][CH2:45][N:40]([C:32]([C:33]3[CH:34]=[CH:35][CH:36]=[CH:37][CH:38]=3)=[O:39])[CH2:41][CH2:42]2)[CH:7]=[C:2]([N:10]2[CH2:14][CH2:13][CH2:12][CH2:11]2)[CH:3]=1, predict the reactants needed to synthesize it. The reactants are: Br[C:2]1[CH:7]=[C:6](F)[CH:5]=[C:4]([F:9])[CH:3]=1.[NH:10]1[CH2:14][CH2:13][CH2:12][CH2:11]1.CCN(C(C)C)C(C)C.NC1C=CC=CC=1.Cl.[C:32]([N:40]1[CH2:45][CH2:44][NH:43][CH2:42][CH2:41]1)(=[O:39])[C:33]1[CH:38]=[CH:37][CH:36]=[CH:35][CH:34]=1.C([O-])([O-])=O.[Cs+].[Cs+].C1C=CC(P(C2C(C3C(P(C4C=CC=CC=4)C4C=CC=CC=4)=CC=C4C=3C=CC=C4)=C3C(C=CC=C3)=CC=2)C2C=CC=CC=2)=CC=1. (6) Given the product [Br:19][C:20]1[CH:21]=[C:22]2[C:26](=[CH:27][CH:28]=1)[N:25]([S:2]([C:5]1[CH:17]=[CH:16][C:8]([O:9][CH2:10][C:11]([O:13][CH2:14][CH3:15])=[O:12])=[C:7]([CH3:18])[CH:6]=1)(=[O:4])=[O:3])[CH2:24][CH2:23]2, predict the reactants needed to synthesize it. The reactants are: Cl[S:2]([C:5]1[CH:17]=[CH:16][C:8]([O:9][CH2:10][C:11]([O:13][CH2:14][CH3:15])=[O:12])=[C:7]([CH3:18])[CH:6]=1)(=[O:4])=[O:3].[Br:19][C:20]1[CH:21]=[C:22]2[C:26](=[CH:27][CH:28]=1)[NH:25][CH2:24][CH2:23]2.C(N(CC)CC)C.O. (7) Given the product [F:16][B-:15]([F:19])([F:18])[F:17].[Br:2][C:3]1[CH:9]=[CH:8][CH:7]=[CH:6][C:4]=1[N+:5]#[N:10], predict the reactants needed to synthesize it. The reactants are: Cl.[Br:2][C:3]1[CH:9]=[CH:8][CH:7]=[CH:6][C:4]=1[NH2:5].[N:10]([O-])=O.[Na+].[H+].[B-:15]([F:19])([F:18])([F:17])[F:16].